From a dataset of Reaction yield outcomes from USPTO patents with 853,638 reactions. Predict the reaction yield, written as a fraction of the theoretical maximum amount of product (1.0 means a 100% yield; for example, 0.34 means a 34% yield). (1) The reactants are [N+:1]([C:4]1[CH:5]=[C:6]([N:10]=[C:11]=[O:12])[CH:7]=[CH:8][CH:9]=1)([O-:3])=[O:2].[NH:13]1[CH2:17][CH2:16][CH2:15][CH2:14]1. The catalyst is C1COCC1. The product is [N+:1]([C:4]1[CH:5]=[C:6]([NH:10][C:11]([N:13]2[CH2:17][CH2:16][CH2:15][CH2:14]2)=[O:12])[CH:7]=[CH:8][CH:9]=1)([O-:3])=[O:2]. The yield is 0.890. (2) The yield is 0.980. The product is [F:31][C:28]1[CH:29]=[C:30]2[C:25](=[CH:26][CH:27]=1)[NH:24][CH:23]=[C:22]2[S:21][C:16]1[CH:17]=[CH:18][CH:19]=[CH:20][C:15]=1[CH2:14][NH2:13]. The catalyst is CO. The reactants are C(OCC)C.Cl.C(OC(=O)[NH:13][CH2:14][C:15]1[CH:20]=[CH:19][CH:18]=[CH:17][C:16]=1[S:21][C:22]1[C:30]2[C:25](=[CH:26][CH:27]=[C:28]([F:31])[CH:29]=2)[NH:24][CH:23]=1)(C)(C)C.[OH-].[Na+]. (3) The reactants are [C:1]([N:5]1[CH:9]=[C:8]([NH:10][C:11]([NH:13][C:14]2[CH:19]=[C:18]([C:20]3[C:31](=[O:32])[N:30]([CH3:33])[C:23]4[N:24]=[C:25](NC)[N:26]=[CH:27][C:22]=4[CH:21]=3)[C:17]([CH3:34])=[CH:16][C:15]=2[F:35])=[O:12])[CH:7]=[N:6]1)([CH3:4])([CH3:3])[CH3:2].[C:36]1([C@H:42]([NH2:44])[CH3:43])[CH:41]=[CH:40][CH:39]=[CH:38][CH:37]=1. The catalyst is C1COCC1. The product is [C:1]([N:5]1[CH:9]=[C:8]([NH:10][C:11]([NH:13][C:14]2[CH:19]=[C:18]([C:20]3[C:31](=[O:32])[N:30]([CH3:33])[C:23]4[N:24]=[C:25]([NH:44][C@@H:42]([C:36]5[CH:41]=[CH:40][CH:39]=[CH:38][CH:37]=5)[CH3:43])[N:26]=[CH:27][C:22]=4[CH:21]=3)[C:17]([CH3:34])=[CH:16][C:15]=2[F:35])=[O:12])[CH:7]=[N:6]1)([CH3:4])([CH3:3])[CH3:2]. The yield is 0.530. (4) The reactants are [NH2:1][CH2:2][C@H:3]1[CH2:12][CH2:11][C:10]2[C:5](=[CH:6][CH:7]=[CH:8][CH:9]=2)[O:4]1.[F:13][C:14]1[CH:19]=[CH:18][C:17]([C:20]2[CH:21]=[C:22]([CH:26]=O)[CH:23]=[N:24][CH:25]=2)=[CH:16][CH:15]=1.[H][H]. The catalyst is C1COCC1.[Pd]. The product is [F:13][C:14]1[CH:15]=[CH:16][C:17]([C:20]2[CH:21]=[C:22]([CH2:26][NH:1][CH2:2][C@H:3]3[CH2:12][CH2:11][C:10]4[C:5](=[CH:6][CH:7]=[CH:8][CH:9]=4)[O:4]3)[CH:23]=[N:24][CH:25]=2)=[CH:18][CH:19]=1. The yield is 0.680. (5) The reactants are [NH:1]1[CH2:5][CH2:4][CH2:3][CH2:2]1.[CH:6](=O)[C:7]1[CH:12]=[CH:11][CH:10]=[CH:9][CH:8]=1.C([Cl:17])(=O)C. No catalyst specified. The product is [Cl-:17].[CH:6](=[N+:1]1[CH2:5][CH2:4][CH2:3][CH2:2]1)[C:7]1[CH:12]=[CH:11][CH:10]=[CH:9][CH:8]=1. The yield is 0.720. (6) The reactants are [NH2:1][C:2]1[CH:7]=[CH:6][CH:5]=[CH:4][C:3]=1[CH2:8][CH2:9][C:10]1[C:14]2[C:15](=[O:29])[N:16]([C:23]3[CH:28]=[CH:27][CH:26]=[CH:25][CH:24]=3)[C:17]3[N:18]=[CH:19][CH:20]=[CH:21][C:22]=3[C:13]=2[NH:12][N:11]=1.C(O)(=O)C.[O-:34][C:35]#[N:36].[K+]. The catalyst is O. The product is [C:23]1([N:16]2[C:17]3[N:18]=[CH:19][CH:20]=[CH:21][C:22]=3[C:13]3[NH:12][N:11]=[C:10]([CH2:9][CH2:8][C:3]4[CH:4]=[CH:5][CH:6]=[CH:7][C:2]=4[NH:1][C:35]([NH2:36])=[O:34])[C:14]=3[C:15]2=[O:29])[CH:28]=[CH:27][CH:26]=[CH:25][CH:24]=1. The yield is 0.940. (7) The reactants are [CH3:1][O:2][C@H:3]1[C@@H:9]2[O:10][CH2:11][C@@H:12]([OH:13])[C@@H:8]2[O:7][C@@H:4]1[O:5][CH3:6].N1C=CC=CC=1.[CH3:20][S:21](Cl)(=[O:23])=[O:22]. The product is [CH3:1][O:2][C@H:3]1[C@@H:9]2[O:10][CH2:11][C@H:12]([O:13][S:21]([CH3:20])(=[O:23])=[O:22])[C@@H:8]2[O:7][C@@H:4]1[O:5][CH3:6]. The yield is 0.950. The catalyst is ClCCl. (8) The reactants are [OH:1][C:2]1[CH:7]=[CH:6][C:5]([C@@H:8]([CH2:14][CH2:15][CH3:16])[CH2:9][C:10]([O:12][CH3:13])=[O:11])=[CH:4][CH:3]=1.Cl[CH2:18][C:19]1[CH:20]=[CH:21][C:22]([C:34]([CH3:37])([CH3:36])[CH3:35])=[C:23]([C:25]2[CH:30]=[C:29]([O:31][CH3:32])[CH:28]=[CH:27][C:26]=2[F:33])[CH:24]=1. No catalyst specified. The product is [CH3:37][C:34]([C:22]1[C:23]([C:25]2[CH:30]=[C:29]([O:31][CH3:32])[CH:28]=[CH:27][C:26]=2[F:33])=[CH:24][C:19]([CH2:18][O:1][C:2]2[CH:3]=[CH:4][C:5]([C@@H:8]([CH2:14][CH2:15][CH3:16])[CH2:9][C:10]([O:12][CH3:13])=[O:11])=[CH:6][CH:7]=2)=[CH:20][CH:21]=1)([CH3:35])[CH3:36]. The yield is 0.440. (9) The reactants are [C:9](O[C:9]([O:11][C:12]([CH3:15])([CH3:14])[CH3:13])=[O:10])([O:11][C:12]([CH3:15])([CH3:14])[CH3:13])=[O:10].[Cl:16][C:17]1[NH:18][CH:19]=[CH:20][N:21]=1.[OH-].[Na+].O1[CH2:28][CH2:27][CH2:26][CH2:25]1. The yield is 0.990. The catalyst is O. The product is [C:12]([O:11][C:9]([N:18]1[C:19]2[CH:25]=[CH:26][CH:27]=[CH:28][C:20]=2[N:21]=[C:17]1[Cl:16])=[O:10])([CH3:13])([CH3:14])[CH3:15].